From a dataset of Reaction yield outcomes from USPTO patents with 853,638 reactions. Predict the reaction yield, written as a fraction of the theoretical maximum amount of product (1.0 means a 100% yield; for example, 0.34 means a 34% yield). (1) The reactants are [Cl:1][C:2]1[CH:7]=[CH:6][C:5]([S:8]([NH:11][C:12]2[CH:17]=[CH:16][C:15]([C:18]#[N:19])=[CH:14][CH:13]=2)(=[O:10])=[O:9])=[CH:4][CH:3]=1.[N+:20]([O-])([OH:22])=[O:21].O. The catalyst is C(OC(=O)C)(=O)C. The product is [Cl:1][C:2]1[CH:7]=[CH:6][C:5]([S:8]([NH:11][C:12]2[CH:17]=[CH:16][C:15]([C:18]#[N:19])=[CH:14][C:13]=2[N+:20]([O-:22])=[O:21])(=[O:10])=[O:9])=[CH:4][CH:3]=1. The yield is 0.930. (2) The reactants are C=O.[C:3]([BH3-])#N.[Na+].[CH3:7][O:8][C:9]1[CH:10]=[C:11]2[C:16](=[CH:17][C:18]=1[O:19][CH2:20][CH:21]1[CH2:26][CH2:25][NH:24][CH2:23][CH2:22]1)[N:15]=[CH:14][N:13]([CH2:27][O:28][C:29](=[O:34])[C:30]([CH3:33])([CH3:32])[CH3:31])[C:12]2=[O:35]. The catalyst is C1COCC1.CO. The product is [CH3:7][O:8][C:9]1[CH:10]=[C:11]2[C:16](=[CH:17][C:18]=1[O:19][CH2:20][CH:21]1[CH2:22][CH2:23][N:24]([CH3:3])[CH2:25][CH2:26]1)[N:15]=[CH:14][N:13]([CH2:27][O:28][C:29](=[O:34])[C:30]([CH3:31])([CH3:32])[CH3:33])[C:12]2=[O:35]. The yield is 0.820. (3) The reactants are [CH3:1][C:2]1[C:3]([N+:16]([O-:18])=[O:17])=[C:4]([C:10]([N+:13]([O-:15])=[O:14])=[CH:11][CH:12]=1)[C:5]([O:7][CH2:8][CH3:9])=[O:6].C[C:20]([N:22]([CH3:24])[CH3:23])=O. The catalyst is CN(C=O)C. The product is [CH3:20][N:22]([CH3:24])/[CH:23]=[CH:1]/[C:2]1[C:3]([N+:16]([O-:18])=[O:17])=[C:4]([C:10]([N+:13]([O-:15])=[O:14])=[CH:11][CH:12]=1)[C:5]([O:7][CH2:8][CH3:9])=[O:6]. The yield is 0.580. (4) The reactants are [Cl:1][C:2]1[CH:19]=[C:18]([Cl:20])[CH:17]=[CH:16][C:3]=1[O:4][C:5]1[C:10]([CH2:11][OH:12])=[CH:9][N:8]=[C:7]([CH:13]([CH3:15])[CH3:14])[N:6]=1. The catalyst is O1CCCC1.[O-2].[O-2].[Mn+4]. The product is [Cl:1][C:2]1[CH:19]=[C:18]([Cl:20])[CH:17]=[CH:16][C:3]=1[O:4][C:5]1[C:10]([CH:11]=[O:12])=[CH:9][N:8]=[C:7]([CH:13]([CH3:15])[CH3:14])[N:6]=1. The yield is 0.930. (5) The reactants are [Cl:1][C:2]1[N:7]=[C:6](S(C)(=O)=O)[N:5]=[C:4]([N:12]2[CH2:17][CH2:16][O:15][CH2:14][CH2:13]2)[CH:3]=1.[NH2:18][CH:19]1[CH2:22][N:21]([C:23]([O:25][C:26]([CH3:29])([CH3:28])[CH3:27])=[O:24])[CH2:20]1.CCN(C(C)C)C(C)C. The catalyst is CN(C=O)C. The product is [Cl:1][C:2]1[CH:3]=[C:4]([N:12]2[CH2:17][CH2:16][O:15][CH2:14][CH2:13]2)[N:5]=[C:6]([NH:18][CH:19]2[CH2:20][N:21]([C:23]([O:25][C:26]([CH3:29])([CH3:28])[CH3:27])=[O:24])[CH2:22]2)[N:7]=1. The yield is 0.760. (6) The reactants are C[O:2][C:3]([C:5]1[CH:14]=[C:13]([O:15][CH2:16][C:17](=[O:27])[NH:18][C:19]2[CH:24]=[CH:23][C:22]([CH2:25][OH:26])=[CH:21][CH:20]=2)[C:12]2[C:7](=[CH:8][C:9]([Cl:29])=[CH:10][C:11]=2[Cl:28])[CH:6]=1)=[O:4].[Li+].[OH-]. No catalyst specified. The product is [Cl:28][C:11]1[CH:10]=[C:9]([Cl:29])[CH:8]=[C:7]2[C:12]=1[C:13]([O:15][CH2:16][C:17](=[O:27])[NH:18][C:19]1[CH:24]=[CH:23][C:22]([CH2:25][OH:26])=[CH:21][CH:20]=1)=[CH:14][C:5]([C:3]([OH:4])=[O:2])=[CH:6]2. The yield is 0.430.